This data is from Full USPTO retrosynthesis dataset with 1.9M reactions from patents (1976-2016). The task is: Predict the reactants needed to synthesize the given product. (1) Given the product [CH3:18][NH:17][C:15](=[O:16])[C:14]1[CH:19]=[CH:20][C:11]([C:10]2[C:4]3[C:5](=[N:6][CH:7]=[C:2]([C:35]4[CH:36]=[C:37]([O:41][CH3:42])[C:38]([O:39][CH3:40])=[C:33]([O:32][CH3:31])[CH:34]=4)[CH:3]=3)[NH:8][CH:9]=2)=[CH:12][CH:13]=1, predict the reactants needed to synthesize it. The reactants are: Br[C:2]1[CH:3]=[C:4]2[C:10]([C:11]3[CH:20]=[CH:19][C:14]([C:15]([NH:17][CH3:18])=[O:16])=[CH:13][CH:12]=3)=[CH:9][N:8](S(C3C=CC(C)=CC=3)(=O)=O)[C:5]2=[N:6][CH:7]=1.[CH3:31][O:32][C:33]1[CH:34]=[C:35](B(O)O)[CH:36]=[C:37]([O:41][CH3:42])[C:38]=1[O:39][CH3:40].C([O-])([O-])=O.[Na+].[Na+].O. (2) The reactants are: [Br:1][C:2]1[CH:7]=[CH:6][C:5]([N:8]=[C:9]=S)=[CH:4][CH:3]=1.[NH2:11][C:12]1[CH:17]=[C:16]([Cl:18])[CH:15]=[CH:14][C:13]=1[OH:19].Cl.CN(C)CCCN=C=NCC. Given the product [Br:1][C:2]1[CH:7]=[CH:6][C:5]([NH:8][C:9]2[O:19][C:13]3[CH:14]=[CH:15][C:16]([Cl:18])=[CH:17][C:12]=3[N:11]=2)=[CH:4][CH:3]=1, predict the reactants needed to synthesize it.